Dataset: Forward reaction prediction with 1.9M reactions from USPTO patents (1976-2016). Task: Predict the product of the given reaction. (1) Given the reactants [CH2:1]([O:8][C:9]1[C:10]([CH2:20][CH:21]=[O:22])=[CH:11][C:12]([Cl:19])=[C:13]2[C:18]=1[N:17]=[CH:16][CH:15]=[CH:14]2)[C:2]1[CH:7]=[CH:6][CH:5]=[CH:4][CH:3]=1.[CH2:23]1[O:31][C:30]2[C:25](=[CH:26][CH:27]=[C-:28][CH:29]=2)[O:24]1.[Mg+2].[Br-].C1(C)C=CC=CC=1.O1CCCC1, predict the reaction product. The product is: [O:24]1[C:25]2[CH:26]=[CH:27][C:28]([CH:21]([OH:22])[CH2:20][C:10]3[C:9]([O:8][CH2:1][C:2]4[CH:7]=[CH:6][CH:5]=[CH:4][CH:3]=4)=[C:18]4[C:13]([CH:14]=[CH:15][CH:16]=[N:17]4)=[C:12]([Cl:19])[CH:11]=3)=[CH:29][C:30]=2[O:31][CH2:23]1. (2) Given the reactants [Cl:1][C:2]([F:17])([F:16])[C:3]1[N:8]=[C:7]([CH:9]=O)[CH:6]=[C:5]([C:11]2[O:12][CH:13]=[CH:14][CH:15]=2)[CH:4]=1.[O-]CC.[Na+].[N:22]([CH2:25][C:26]([O:28][C:29](C)(C)[CH3:30])=[O:27])=[N+:23]=[N-:24], predict the reaction product. The product is: [CH2:29]([O:28][C:26](=[O:27])/[C:25](/[N:22]=[N+:23]=[N-:24])=[CH:9]/[C:7]1[CH:6]=[C:5]([C:11]2[O:12][CH:13]=[CH:14][CH:15]=2)[CH:4]=[C:3]([C:2]([Cl:1])([F:17])[F:16])[N:8]=1)[CH3:30]. (3) Given the reactants [N+:1]([C:4]1[CH:5]=[CH:6][C:7]2[O:11][C:10](=[S:12])[NH:9][C:8]=2[CH:13]=1)([O-:3])=[O:2].C(N(CC)CC)C.Br[CH2:22][C:23]1[CH:28]=[CH:27][C:26]([Cl:29])=[CH:25][CH:24]=1, predict the reaction product. The product is: [Cl:29][C:26]1[CH:27]=[CH:28][C:23]([CH2:22][S:12][C:10]2[O:11][C:7]3[CH:6]=[CH:5][C:4]([N+:1]([O-:3])=[O:2])=[CH:13][C:8]=3[N:9]=2)=[CH:24][CH:25]=1. (4) Given the reactants [N+](=[C:3]1[C:11]2[C:6](=[CH:7][CH:8]=[CH:9][CH:10]=2)[NH:5][C:4]1=[O:12])=[N-].[CH3:13][O:14][C:15]1[O:16][CH:17]=[CH:18][CH:19]=1, predict the reaction product. The product is: [O:12]=[C:4]1[NH:5][C:6]2[C:11](/[C:3]/1=[CH:17]\[CH:18]=[CH:19]/[C:15]([O:14][CH3:13])=[O:16])=[CH:10][CH:9]=[CH:8][CH:7]=2. (5) Given the reactants [N+:1]([C:4]1[CH:12]=[CH:11][C:10]([O:13][CH2:14][CH2:15][CH3:16])=[CH:9][C:5]=1[C:6]([NH2:8])=[O:7])([O-])=O, predict the reaction product. The product is: [NH2:1][C:4]1[CH:12]=[CH:11][C:10]([O:13][CH2:14][CH2:15][CH3:16])=[CH:9][C:5]=1[C:6]([NH2:8])=[O:7]. (6) Given the reactants ClCCl.[Br:4][C:5]1[CH:6]=[C:7]([CH2:17]O)[CH:8]=[C:9]([CH2:12][CH2:13][CH2:14][O:15][CH3:16])[C:10]=1[CH3:11].C(Br)(Br)(Br)[Br:20].C1(P(C2C=CC=CC=2)C2C=CC=CC=2)C=CC=CC=1, predict the reaction product. The product is: [CH3:16][O:15][CH2:14][CH2:13][CH2:12][C:9]1[CH:8]=[C:7]([CH2:17][Br:20])[CH:6]=[C:5]([Br:4])[C:10]=1[CH3:11].